Dataset: Reaction yield outcomes from USPTO patents with 853,638 reactions. Task: Predict the reaction yield, written as a fraction of the theoretical maximum amount of product (1.0 means a 100% yield; for example, 0.34 means a 34% yield). (1) The reactants are [Br:1][C:2]1[CH:3]=[C:4]([CH:9]=[C:10]([N+:13]([O-])=O)[C:11]=1[OH:12])[C:5]([O:7][CH3:8])=[O:6].[Sn](Cl)Cl.O. The catalyst is CN(C)C=O. The product is [NH2:13][C:10]1[CH:9]=[C:4]([CH:3]=[C:2]([Br:1])[C:11]=1[OH:12])[C:5]([O:7][CH3:8])=[O:6]. The yield is 0.500. (2) The reactants are Br[C:2]1[C:10]2[C:9]([NH:11][C@H:12]([C:14]3[N:19]([C:20]4[CH:25]=[CH:24][CH:23]=[CH:22][CH:21]=4)[C:18](=[O:26])[C:17]4=[C:27]([CH3:30])[CH:28]=[CH:29][N:16]4[N:15]=3)[CH3:13])=[N:8][CH:7]=[N:6][C:5]=2[N:4]([CH2:31][O:32][CH2:33][CH2:34][Si:35]([CH3:38])([CH3:37])[CH3:36])[CH:3]=1.[O:39]1[CH2:44][CH2:43][N:42]([S:45]([C:48]2[CH:49]=[C:50](B(O)O)[CH:51]=[CH:52][CH:53]=2)(=[O:47])=[O:46])[CH2:41][CH2:40]1.C(=O)([O-])[O-].[Na+].[Na+]. The catalyst is C1C=CC([P]([Pd]([P](C2C=CC=CC=2)(C2C=CC=CC=2)C2C=CC=CC=2)([P](C2C=CC=CC=2)(C2C=CC=CC=2)C2C=CC=CC=2)[P](C2C=CC=CC=2)(C2C=CC=CC=2)C2C=CC=CC=2)(C2C=CC=CC=2)C2C=CC=CC=2)=CC=1. The product is [CH3:30][C:27]1[CH:28]=[CH:29][N:16]2[C:17]=1[C:18](=[O:26])[N:19]([C:20]1[CH:25]=[CH:24][CH:23]=[CH:22][CH:21]=1)[C:14]([C@@H:12]([NH:11][C:9]1[C:10]3[C:2]([C:50]4[CH:51]=[CH:52][CH:53]=[C:48]([S:45]([N:42]5[CH2:43][CH2:44][O:39][CH2:40][CH2:41]5)(=[O:47])=[O:46])[CH:49]=4)=[CH:3][N:4]([CH2:31][O:32][CH2:33][CH2:34][Si:35]([CH3:38])([CH3:37])[CH3:36])[C:5]=3[N:6]=[CH:7][N:8]=1)[CH3:13])=[N:15]2. The yield is 0.580. (3) The reactants are [F:1][C:2]1[CH:3]=[C:4]([C:8]2[CH:9]=[C:10]([CH2:15][NH:16][C:17]3[C:18]([CH3:32])=[C:19]([CH:28]=[CH:29][C:30]=3[CH3:31])[O:20][CH2:21][C:22]([O:24]C(C)C)=[O:23])[CH:11]=[C:12]([CH3:14])[CH:13]=2)[CH:5]=[CH:6][CH:7]=1.[Li+].[OH-]. The catalyst is C1COCC1. The product is [F:1][C:2]1[CH:3]=[C:4]([C:8]2[CH:9]=[C:10]([CH2:15][NH:16][C:17]3[C:18]([CH3:32])=[C:19]([CH:28]=[CH:29][C:30]=3[CH3:31])[O:20][CH2:21][C:22]([OH:24])=[O:23])[CH:11]=[C:12]([CH3:14])[CH:13]=2)[CH:5]=[CH:6][CH:7]=1. The yield is 0.680. (4) The reactants are C[O:2][C:3]([C:5]1[CH:10]=[CH:9][C:8]([CH:11]=O)=[CH:7][CH:6]=1)=[O:4].[CH2:13]([OH:17])[CH2:14][CH2:15][OH:16].CO.[OH-].[Na+]. The catalyst is C1(C)C=CC=CC=1.C1COCC1.O.C1(C)C=CC(S(O)(=O)=O)=CC=1. The product is [O:16]1[CH2:15][CH2:14][CH2:13][O:17][CH:11]1[C:8]1[CH:9]=[CH:10][C:5]([C:3]([OH:4])=[O:2])=[CH:6][CH:7]=1. The yield is 0.930. (5) The reactants are Cl[C:2]1[C:11]2[C:6](=[CH:7][CH:8]=[CH:9][CH:10]=2)[C:5]([Cl:12])=[N:4][N:3]=1.[F:13][C:14]1[CH:19]=[CH:18][C:17]([CH2:20][N:21]([CH3:27])[CH:22]2[CH2:26][CH2:25][NH:24][CH2:23]2)=[C:16]([C:28]([F:31])([F:30])[F:29])[CH:15]=1.C(=O)([O-])[O-].[K+].[K+].O. The catalyst is CN1C(=O)CCC1. The product is [Cl:12][C:5]1[C:6]2[C:11](=[CH:10][CH:9]=[CH:8][CH:7]=2)[C:2]([N:24]2[CH2:25][CH2:26][CH:22]([N:21]([CH2:20][C:17]3[CH:18]=[CH:19][C:14]([F:13])=[CH:15][C:16]=3[C:28]([F:29])([F:30])[F:31])[CH3:27])[CH2:23]2)=[N:3][N:4]=1. The yield is 0.338.